Dataset: Retrosynthesis with 50K atom-mapped reactions and 10 reaction types from USPTO. Task: Predict the reactants needed to synthesize the given product. (1) Given the product CCc1nc(-c2ccc(F)cc2)c(-c2ccnc(N(C(C)=O)C3CC3)c2)s1, predict the reactants needed to synthesize it. The reactants are: CC(=O)Cl.CCc1nc(-c2ccc(F)cc2)c(-c2ccnc(NC3CC3)c2)s1. (2) Given the product Cc1cc(N2CCCC2)c2ccc(OCc3ccccc3C#N)cc2n1, predict the reactants needed to synthesize it. The reactants are: Cc1cc(N2CCCC2)c2ccc(O)cc2n1.N#Cc1ccccc1CBr. (3) Given the product COC(=O)[C@@H](CC(C)C)NCC1(NC(=O)OCc2ccccc2)CC1, predict the reactants needed to synthesize it. The reactants are: COC(=O)[C@H](N)CC(C)C.O=CC1(NC(=O)OCc2ccccc2)CC1. (4) Given the product CC1(COc2ccc(OCc3ccccc3)cc2)CO1, predict the reactants needed to synthesize it. The reactants are: C=C(C)COc1ccc(OCc2ccccc2)cc1.O=S([O-])[O-].